Dataset: Forward reaction prediction with 1.9M reactions from USPTO patents (1976-2016). Task: Predict the product of the given reaction. (1) Given the reactants [CH2:1]([C:8]([OH:19])([C:14]([O:16]CC)=[O:15])[C:9]([O:11][CH2:12][CH3:13])=[O:10])[C:2]1[CH:7]=[CH:6][CH:5]=[CH:4][CH:3]=1.[OH-].[K+], predict the reaction product. The product is: [CH2:1]([C@:8]([OH:19])([C:9]([O:11][CH2:12][CH3:13])=[O:10])[C:14]([OH:16])=[O:15])[C:2]1[CH:3]=[CH:4][CH:5]=[CH:6][CH:7]=1. (2) Given the reactants C([O:3][C:4](=[O:24])[C:5]([O:15][C:16]1[CH:21]=[CH:20][C:19]([CH3:22])=[C:18]([CH3:23])[CH:17]=1)([CH3:14])[CH2:6][C:7]1[CH:12]=[CH:11][C:10]([OH:13])=[CH:9][CH:8]=1)C.[CH3:25][C:26]1[O:30][C:29]([C:31]2([CH3:37])[CH2:36][CH2:35][CH2:34][CH2:33][CH2:32]2)=[N:28][C:27]=1[CH2:38][CH2:39]OS(C1C=CC(C)=CC=1)(=O)=O, predict the reaction product. The product is: [CH3:23][C:18]1[CH:17]=[C:16]([CH:21]=[CH:20][C:19]=1[CH3:22])[O:15][C:5]([CH3:14])([CH2:6][C:7]1[CH:8]=[CH:9][C:10]([O:13][CH2:39][CH2:38][C:27]2[N:28]=[C:29]([C:31]3([CH3:37])[CH2:36][CH2:35][CH2:34][CH2:33][CH2:32]3)[O:30][C:26]=2[CH3:25])=[CH:11][CH:12]=1)[C:4]([OH:3])=[O:24]. (3) Given the reactants [F:1][C:2]1[CH:7]=[CH:6][C:5]([NH:8][C:9]2[N:14]([CH3:15])[C:13](=[O:16])[C:12]([C:17]3[CH:22]=[CH:21][C:20]([OH:23])=[CH:19][N:18]=3)=[CH:11][N:10]=2)=[CH:4][CH:3]=1.[H-].[Na+].Cl[C:27]1[C:36]2[CH:35]=[C:34]3[O:37][CH2:38][O:39][C:33]3=[CH:32][C:31]=2[N:30]=[CH:29][N:28]=1, predict the reaction product. The product is: [O:37]1[C:34]2=[CH:35][C:36]3[C:27]([O:23][C:20]4[CH:21]=[CH:22][C:17]([C:12]5[C:13](=[O:16])[N:14]([CH3:15])[C:9]([NH:8][C:5]6[CH:6]=[CH:7][C:2]([F:1])=[CH:3][CH:4]=6)=[N:10][CH:11]=5)=[N:18][CH:19]=4)=[N:28][CH:29]=[N:30][C:31]=3[CH:32]=[C:33]2[O:39][CH2:38]1. (4) Given the reactants Cl[CH2:2][C:3]([C:5]1[CH2:9][N:8]([C:10]([O:12][CH2:13][CH:14]=[CH2:15])=[O:11])[C@@H:7]([CH3:16])[CH:6]=1)=O.C(N)(=S)C1C=CN=CC=1.[C:26](=[S:29])([S-:28])[NH2:27].[NH4+], predict the reaction product. The product is: [CH3:16][C@H:7]1[CH:6]=[C:5]([C:3]2[N:27]=[C:26]([SH:29])[S:28][CH:2]=2)[CH2:9][N:8]1[C:10]([O:12][CH2:13][CH:14]=[CH2:15])=[O:11]. (5) The product is: [CH3:5][N:1]1[CH2:6][CH2:5][N:1]([CH3:6])[CH2:10][CH2:9][N:8]([CH2:7][CH2:2][N:1]2[CH2:2][CH2:7][N:8]([CH3:10])[CH2:9][CH2:10][N:8]([CH3:9])[CH2:5][CH2:6]2)[CH2:7][CH2:2]1. Given the reactants [N:1]1[CH:6]=[CH:5]C=C[C:2]=1[C:7]1C=C[CH:10]=[CH:9][N:8]=1, predict the reaction product.